From a dataset of Full USPTO retrosynthesis dataset with 1.9M reactions from patents (1976-2016). Predict the reactants needed to synthesize the given product. The reactants are: [ClH:1].C(OCC)C.[CH3:7][NH:8][C:9]1[N:10]=[C:11]([NH:25][CH2:26][CH2:27][CH3:28])[C:12]2[N:18]=[C:17]([NH:19][CH3:20])[N:16]=[C:15]([NH:21][CH2:22][CH2:23][CH3:24])[C:13]=2[N:14]=1. Given the product [ClH:1].[CH3:20][NH:19][C:17]1[N:16]=[C:15]([NH:21][CH2:22][CH2:23][CH3:24])[C:13]2[N:14]=[C:9]([NH:8][CH3:7])[N:10]=[C:11]([NH:25][CH2:26][CH2:27][CH3:28])[C:12]=2[N:18]=1, predict the reactants needed to synthesize it.